Predict the reactants needed to synthesize the given product. From a dataset of Full USPTO retrosynthesis dataset with 1.9M reactions from patents (1976-2016). (1) Given the product [ClH:41].[CH2:1]([O:8][C:9]1[CH:14]=[C:13]([CH2:15][NH2:16])[CH:12]=[CH:11][C:10]=1[C:24]1[CH:29]=[CH:28][CH:27]=[C:26]([C:30](=[O:34])[N:31]([CH3:32])[CH3:33])[CH:25]=1)[C:2]1[CH:3]=[CH:4][CH:5]=[CH:6][CH:7]=1, predict the reactants needed to synthesize it. The reactants are: [CH2:1]([O:8][C:9]1[CH:14]=[C:13]([CH2:15][NH:16]C(=O)OC(C)(C)C)[CH:12]=[CH:11][C:10]=1[C:24]1[CH:29]=[CH:28][CH:27]=[C:26]([C:30](=[O:34])[N:31]([CH3:33])[CH3:32])[CH:25]=1)[C:2]1[CH:7]=[CH:6][CH:5]=[CH:4][CH:3]=1.O1CCOCC1.[ClH:41]. (2) Given the product [C:28]([O:27][C:25]([N:13]1[CH2:12][CH2:11][CH:10]([C:5]2[CH:4]=[C:3]([Cl:2])[CH:8]=[CH:7][C:6]=2[OH:9])[CH2:15][CH2:14]1)=[O:26])([CH3:31])([CH3:30])[CH3:29], predict the reactants needed to synthesize it. The reactants are: Br.[Cl:2][C:3]1[CH:8]=[CH:7][C:6]([OH:9])=[C:5]([CH:10]2[CH2:15][CH2:14][NH:13][CH2:12][CH2:11]2)[CH:4]=1.C(N(C(C)C)C(C)C)C.[C:25](O[C:25]([O:27][C:28]([CH3:31])([CH3:30])[CH3:29])=[O:26])([O:27][C:28]([CH3:31])([CH3:30])[CH3:29])=[O:26].O. (3) Given the product [Cl:34][C:23]1[C:24]([C:26]2[C:31]([CH3:32])=[CH:30][C:29]([CH3:33])=[CH:28][N:27]=2)=[CH:25][C:20]([N:12]2[CH2:11][CH2:10][N:9]3[CH:14]=[C:6]([NH:5][C:3](=[O:4])[C:2]([F:15])([F:1])[F:16])[N:7]=[C:8]3[CH2:13]2)=[N:21][CH:22]=1, predict the reactants needed to synthesize it. The reactants are: [F:1][C:2]([F:16])([F:15])[C:3]([NH:5][C:6]1[N:7]=[C:8]2[CH2:13][NH:12][CH2:11][CH2:10][N:9]2[CH:14]=1)=[O:4].[F-].[Cs+].Cl[C:20]1[CH:25]=[C:24]([C:26]2[C:31]([CH3:32])=[CH:30][C:29]([CH3:33])=[CH:28][N:27]=2)[C:23]([Cl:34])=[CH:22][N:21]=1. (4) The reactants are: Br[C:2]1[CH:10]=[C:9]2[C:5]([CH2:6][C:7]3([CH2:19][C:14]4[CH:15]=[N:16][N:17]=[CH:18][C:13]=4[CH2:12]3)[C:8]2=[O:11])=[CH:4][CH:3]=1.[C:20]([C:22]1[CH:23]=[C:24](B(O)O)[CH:25]=[CH:26][CH:27]=1)#[N:21].C([O-])([O-])=O.[Cs+].[Cs+].O1CCOCC1. Given the product [O:11]=[C:8]1[C:9]2[C:5](=[CH:4][CH:3]=[C:2]([C:26]3[CH:27]=[C:22]([CH:23]=[CH:24][CH:25]=3)[C:20]#[N:21])[CH:10]=2)[CH2:6][C:7]21[CH2:19][C:14]1[CH:15]=[N:16][N:17]=[CH:18][C:13]=1[CH2:12]2, predict the reactants needed to synthesize it. (5) Given the product [CH3:10][O:9][C:7]1[CH:6]=[C:5]([NH:11][C:12]2[N:17]=[C:16]([N:18]3[C:22]([CH3:23])=[CH:21][C:20]([C:24]([F:27])([F:25])[F:26])=[N:19]3)[C:15]([C:28]3[CH:29]=[C:30]([C:36]([NH:51][S:48]([CH2:47][CH2:46][N:41]4[C:42](=[O:45])[CH2:43][CH2:44][C:40]4=[O:39])(=[O:50])=[O:49])=[O:38])[C:31]([O:34][CH3:35])=[N:32][CH:33]=3)=[CH:14][N:13]=2)[CH:4]=[C:3]([O:2][CH3:1])[CH:8]=1, predict the reactants needed to synthesize it. The reactants are: [CH3:1][O:2][C:3]1[CH:4]=[C:5]([NH:11][C:12]2[N:17]=[C:16]([N:18]3[C:22]([CH3:23])=[CH:21][C:20]([C:24]([F:27])([F:26])[F:25])=[N:19]3)[C:15]([C:28]3[CH:29]=[C:30]([C:36]([OH:38])=O)[C:31]([O:34][CH3:35])=[N:32][CH:33]=3)=[CH:14][N:13]=2)[CH:6]=[C:7]([O:9][CH3:10])[CH:8]=1.[O:39]=[C:40]1[CH2:44][CH2:43][C:42](=[O:45])[N:41]1[CH2:46][CH2:47][S:48]([NH2:51])(=[O:50])=[O:49].C(N(CC)CC)C.[I-].ClC1C=CC=C[N+]=1C.